From a dataset of Catalyst prediction with 721,799 reactions and 888 catalyst types from USPTO. Predict which catalyst facilitates the given reaction. Reactant: [ClH:1].Cl.S1C2C=CC(C[NH:13][CH:14]3[CH2:19][CH2:18][N:17]([CH2:20][C@H:21]4[N:31]5[C:32]6[N:23]([C:24](=[O:34])[CH:25]=[CH:26][C:27]=6[CH:28]=[CH:29][C:30]5=[O:33])[CH2:22]4)[CH2:16][CH2:15]3)=CC=2N=N1.C(N(CC)CC)C.[F:42][C:43]1[C:48]2[O:49][CH2:50][CH2:51][O:52][C:47]=2[CH:46]=[C:45]([CH:53]=O)[CH:44]=1.C(O[BH-](OC(=O)C)OC(=O)C)(=O)C.[Na+].C([O-])(O)=O.[Na+]. Product: [ClH:1].[F:42][C:43]1[C:48]2[O:49][CH2:50][CH2:51][O:52][C:47]=2[CH:46]=[C:45]([CH2:53][NH:13][CH:14]2[CH2:15][CH2:16][N:17]([CH2:20][C@H:21]3[N:31]4[C:32]5[N:23]([C:24](=[O:34])[CH:25]=[CH:26][C:27]=5[CH:28]=[CH:29][C:30]4=[O:33])[CH2:22]3)[CH2:18][CH2:19]2)[CH:44]=1. The catalyst class is: 147.